This data is from HIV replication inhibition screening data with 41,000+ compounds from the AIDS Antiviral Screen. The task is: Binary Classification. Given a drug SMILES string, predict its activity (active/inactive) in a high-throughput screening assay against a specified biological target. (1) The molecule is CC(=O)Oc1c(Br)ccc2cc(C(Br)Br)c(C(=O)c3ccccc3)nc12. The result is 0 (inactive). (2) The molecule is COC(=O)N1C2Cc3c(OC)c(C)c(OC)c(OC)c3C1C(=Cc1cc(OC)c(OC)c(C)c1OC)N(Cc1ccccc1)C2=O. The result is 0 (inactive). (3) The compound is Cc1nnc2n1N=C(c1ccc(-c3ccc([N+](=O)[O-])cc3)o1)CS2. The result is 0 (inactive).